Task: Predict the reactants needed to synthesize the given product.. Dataset: Full USPTO retrosynthesis dataset with 1.9M reactions from patents (1976-2016) (1) The reactants are: [CH:1]1([C@:4]2([OH:12])[CH2:8][CH2:7][NH:6][C@H:5]2[CH:9]([CH3:11])C)[CH2:3]C1.[Cl:13][C:14]1[C:21]([CH3:22])=[C:20](F)[CH:19]=[CH:18][C:15]=1[C:16]#[N:17].C(=O)([O-])[O-].[Li+].[Li+]. Given the product [Cl:13][C:14]1[C:21]([CH3:22])=[C:20]([N:6]2[CH2:7][CH2:8][C@:4]([CH2:1][CH3:3])([OH:12])[C@@H:5]2[CH2:9][CH3:11])[CH:19]=[CH:18][C:15]=1[C:16]#[N:17], predict the reactants needed to synthesize it. (2) Given the product [Cl:1][C:2]1[CH:3]=[CH:4][C:5]([C:8]2[C:14]3[CH:15]=[C:16]([O:19][CH3:20])[CH:17]=[CH:18][C:13]=3[NH:12][C:11](=[S:21])[CH:10]([CH2:22][C:23]([OH:25])=[O:24])[N:9]=2)=[CH:6][CH:7]=1, predict the reactants needed to synthesize it. The reactants are: [Cl:1][C:2]1[CH:7]=[CH:6][C:5]([C:8]2[C:14]3[CH:15]=[C:16]([O:19][CH3:20])[CH:17]=[CH:18][C:13]=3[NH:12][C:11](=[S:21])[C@H:10]([CH2:22][C:23]([O:25]C)=[O:24])[N:9]=2)=[CH:4][CH:3]=1.[OH-].[Na+]. (3) Given the product [CH2:1]([O:3][C:4](=[O:35])[C@H:5]([CH3:34])[CH2:6][C@H:7]([NH:21][C:22](=[O:33])[C:23]1[CH:24]=[C:25]([F:32])[C:26]([OH:30])=[C:27]([F:29])[CH:28]=1)[CH2:8][C:9]1[CH:10]=[CH:11][C:12]([C:15]2[CH:20]=[CH:19][CH:18]=[CH:17][CH:16]=2)=[CH:13][CH:14]=1)[CH3:2], predict the reactants needed to synthesize it. The reactants are: [CH2:1]([O:3][C:4](=[O:35])[C@H:5]([CH3:34])[CH2:6][C@H:7]([NH:21][C:22](=[O:33])[C:23]1[CH:28]=[C:27]([F:29])[C:26]([O:30]C)=[C:25]([F:32])[CH:24]=1)[CH2:8][C:9]1[CH:14]=[CH:13][C:12]([C:15]2[CH:20]=[CH:19][CH:18]=[CH:17][CH:16]=2)=[CH:11][CH:10]=1)[CH3:2].B(Br)(Br)Br. (4) Given the product [Br:10][C:8]1[CH:7]=[CH:6][C:3](/[CH:4]=[N:11]/[C:12]2[CH:17]=[CH:16][CH:15]=[CH:14][CH:13]=2)=[C:2]([OH:1])[CH:9]=1, predict the reactants needed to synthesize it. The reactants are: [OH:1][C:2]1[CH:9]=[C:8]([Br:10])[CH:7]=[CH:6][C:3]=1[CH:4]=O.[NH2:11][C:12]1[CH:17]=[CH:16][CH:15]=[CH:14][CH:13]=1. (5) Given the product [CH2:1]([O:3][C:4](=[O:10])[C:5](=[N:22][NH:21][CH2:17][CH2:18][CH2:19][CH3:20])[CH:6]([CH3:8])[CH3:7])[CH3:2], predict the reactants needed to synthesize it. The reactants are: [CH2:1]([O:3][C:4](=[O:10])[C:5](=O)[CH:6]([CH3:8])[CH3:7])[CH3:2].C(O)(=O)C(O)=O.[CH2:17]([NH:21][NH2:22])[CH2:18][CH2:19][CH3:20].CC([O-])=O.[Na+].[O-]S([O-])(=O)=O.[Mg+2]. (6) Given the product [CH3:25][O:24][C:7]1[CH:6]=[CH:5][C:4]2[N:3]=[C:2]([NH:26][C:27]3[CH:35]=[CH:34][C:30]([C:31]([NH2:33])=[O:32])=[CH:29][CH:28]=3)[C:11]3=[N:12][NH:13][CH:14]=[C:10]3[C:9]=2[CH:8]=1, predict the reactants needed to synthesize it. The reactants are: Cl[C:2]1[C:11]2=[N:12][N:13](CC3C=CC(OC)=CC=3)[CH:14]=[C:10]2[C:9]2[CH:8]=[C:7]([O:24][CH3:25])[CH:6]=[CH:5][C:4]=2[N:3]=1.[NH2:26][C:27]1[CH:35]=[CH:34][C:30]([C:31]([NH2:33])=[O:32])=[CH:29][CH:28]=1.Cl. (7) Given the product [Cl:5][C:6]1[CH:7]=[CH:8][C:9]([NH:12][C:13]2[N:14]=[C:15]([NH:4][CH:1]3[CH2:3][CH2:2]3)[C:16]([N+:22]([O-:24])=[O:23])=[CH:17][N:18]=2)=[CH:10][CH:11]=1, predict the reactants needed to synthesize it. The reactants are: [CH:1]1([NH2:4])[CH2:3][CH2:2]1.[Cl:5][C:6]1[CH:11]=[CH:10][C:9]([NH:12][C:13]2[N:18]=[C:17](SC#N)[C:16]([N+:22]([O-:24])=[O:23])=[CH:15][N:14]=2)=[CH:8][CH:7]=1.O. (8) Given the product [SH:1][C:2]1[NH:3][C:4]([C:13]([N:29]2[CH2:28][CH2:27][N:26]([C:22]3[CH:21]=[C:20]([CH:25]=[CH:24][CH:23]=3)[C:18]#[N:19])[CH2:31][CH2:30]2)=[O:15])=[C:5]([C:7]2[CH:8]=[CH:9][CH:10]=[CH:11][CH:12]=2)[N:6]=1, predict the reactants needed to synthesize it. The reactants are: [SH:1][C:2]1[NH:3][C:4]([C:13]([OH:15])=O)=[C:5]([C:7]2[CH:12]=[CH:11][CH:10]=[CH:9][CH:8]=2)[N:6]=1.Cl.Cl.[C:18]([C:20]1[CH:21]=[C:22]([N:26]2[CH2:31][CH2:30][NH:29][CH2:28][CH2:27]2)[CH:23]=[CH:24][CH:25]=1)#[N:19].Cl.CN(C)CCCN=C=NCC.O.ON1C2C=CC=CC=2N=N1. (9) Given the product [F:1][CH:18]1[CH2:25][CH2:24][CH2:23][CH2:22][CH2:21][CH2:20][CH2:19]1.[CH:18]1[CH2:25][CH2:24][CH2:23][CH2:22][CH2:21][CH2:20][CH:19]=1, predict the reactants needed to synthesize it. The reactants are: [FH:1].F.F.C(N(CC)CC)C.C(N(CC)CC)C.[CH:18]1(O)[CH2:25][CH2:24][CH2:23][CH2:22][CH2:21][CH2:20][CH2:19]1.